Predict the reaction yield, written as a fraction of the theoretical maximum amount of product (1.0 means a 100% yield; for example, 0.34 means a 34% yield). From a dataset of Reaction yield outcomes from USPTO patents with 853,638 reactions. (1) The reactants are [CH3:1][O:2][C:3]([C:5]1[CH:10]=[CH:9][C:8](Br)=[CH:7][N:6]=1)=[O:4].[CH:12]([C:15]1[CH:16]=[C:17](B(O)O)[CH:18]=[CH:19][CH:20]=1)([CH3:14])[CH3:13].[F-].[Cs+]. The catalyst is C(COC)OC.C1C=CC([P]([Pd]([P](C2C=CC=CC=2)(C2C=CC=CC=2)C2C=CC=CC=2)([P](C2C=CC=CC=2)(C2C=CC=CC=2)C2C=CC=CC=2)[P](C2C=CC=CC=2)(C2C=CC=CC=2)C2C=CC=CC=2)(C2C=CC=CC=2)C2C=CC=CC=2)=CC=1. The product is [CH3:1][O:2][C:3]([C:5]1[CH:10]=[CH:9][C:8]([C:19]2[CH:18]=[CH:17][CH:16]=[C:15]([CH:12]([CH3:14])[CH3:13])[CH:20]=2)=[CH:7][N:6]=1)=[O:4]. The yield is 0.640. (2) The reactants are [F:1][C:2]1[C:10]2[CH2:9][CH2:8][CH2:7][CH2:6][C:5]=2[N:4]2[CH2:11][CH2:12][N:13]([C:16]3[N:23]=[CH:22][CH:21]=[C:20]([C:24]4[N:25]=[C:26]([NH:32][C:33]5[CH:34]=[N:35][CH:36]=[CH:37][CH:38]=5)[C:27](=[O:31])[N:28]([CH3:30])[CH:29]=4)[C:17]=3[CH:18]=[O:19])[C:14](=[O:15])[C:3]=12.[BH4-].[Na+]. The catalyst is CO. The product is [F:1][C:2]1[C:10]2[CH2:9][CH2:8][CH2:7][CH2:6][C:5]=2[N:4]2[CH2:11][CH2:12][N:13]([C:16]3[C:17]([CH2:18][OH:19])=[C:20]([C:24]4[N:25]=[C:26]([NH:32][C:33]5[CH:34]=[N:35][CH:36]=[CH:37][CH:38]=5)[C:27](=[O:31])[N:28]([CH3:30])[CH:29]=4)[CH:21]=[CH:22][N:23]=3)[C:14](=[O:15])[C:3]=12. The yield is 0.280. (3) The reactants are [Cl:1][C:2]1[CH:7]=[CH:6][C:5]([CH:8]2[CH2:14][CH:13]3[N:15](C(OCC(Cl)(Cl)Cl)=O)[CH:10]([CH2:11][CH2:12]3)[CH:9]2[O:24][CH2:25][C:26]2[CH:35]=[CH:34][C:33]3[C:28](=[CH:29][CH:30]=[CH:31][CH:32]=3)[CH:27]=2)=[CH:4][CH:3]=1. The catalyst is C(O)(=O)C.O.[Zn]. The product is [Cl:1][C:2]1[CH:7]=[CH:6][C:5]([CH:8]2[CH2:14][CH:13]3[NH:15][CH:10]([CH2:11][CH2:12]3)[CH:9]2[O:24][CH2:25][C:26]2[CH:35]=[CH:34][C:33]3[C:28](=[CH:29][CH:30]=[CH:31][CH:32]=3)[CH:27]=2)=[CH:4][CH:3]=1. The yield is 0.610. (4) The reactants are [NH2:1][C:2]1[CH:7]=[CH:6][C:5]([OH:8])=[CH:4][CH:3]=1.CC(C)([O-])C.[K+].Cl[C:16]1[CH:21]=[CH:20][N:19]=[C:18]([C:22](=[O:32])[NH:23][CH2:24][CH2:25][N:26]2[CH2:31][CH2:30][O:29][CH2:28][CH2:27]2)[CH:17]=1.C([O-])([O-])=O.[K+].[K+]. The catalyst is CN(C=O)C. The product is [N:26]1([CH2:25][CH2:24][NH:23][C:22]([C:18]2([O:8][C:5]3[CH:6]=[CH:7][C:2]([NH2:1])=[CH:3][CH:4]=3)[CH:17]=[CH:16][CH:21]=[CH:20][NH:19]2)=[O:32])[CH2:31][CH2:30][O:29][CH2:28][CH2:27]1. The yield is 0.650. (5) The reactants are [F:1][C:2]1[C:3]([O:31][CH3:32])=[CH:4][C:5]([CH2:26][C:27]([F:30])([F:29])[F:28])=[C:6]([C:8]2[N:13]=[CH:12][C:11]3[C:14]([I:25])=[N:15][N:16]([CH2:17][O:18][CH2:19][CH2:20][Si:21]([CH3:24])([CH3:23])[CH3:22])[C:10]=3[CH:9]=2)[CH:7]=1.C1C=C(Cl)C=C(C(OO)=[O:41])C=1. The catalyst is C(Cl)Cl. The product is [F:1][C:2]1[C:3]([O:31][CH3:32])=[CH:4][C:5]([CH2:26][C:27]([F:29])([F:28])[F:30])=[C:6]([C:8]2[N+:13]([O-:41])=[CH:12][C:11]3[C:14]([I:25])=[N:15][N:16]([CH2:17][O:18][CH2:19][CH2:20][Si:21]([CH3:24])([CH3:22])[CH3:23])[C:10]=3[CH:9]=2)[CH:7]=1. The yield is 0.500.